This data is from Reaction yield outcomes from USPTO patents with 853,638 reactions. The task is: Predict the reaction yield, written as a fraction of the theoretical maximum amount of product (1.0 means a 100% yield; for example, 0.34 means a 34% yield). (1) The reactants are C=C[C@@H]1[C@@H]2C[C@H]([C@@H]([OH:22])C3C4C(=CC=CC=4)N=CC=3)N(CC2)C1.N1C=CC=CC=1.[CH3:29][NH:30][C:31]([C:33]1[CH:42]=[CH:41][C:40]2[C:35](=[CH:36][CH:37]=[C:38]([C:43]([C:45]3[N:46]=[CH:47][N:48]([C:50]([C:63]4[CH:68]=[CH:67][CH:66]=[CH:65][CH:64]=4)([C:57]4[CH:62]=[CH:61][CH:60]=[CH:59][CH:58]=4)[C:51]4[CH:56]=[CH:55][CH:54]=[CH:53][CH:52]=4)[CH:49]=3)=[O:44])[CH:39]=2)[CH:34]=1)=[O:32].Cl.[O:70]1[CH2:74]C[CH2:72][CH2:71]1. The catalyst is C(OCC)(=O)C. The product is [OH:44][C@@:43]([C:38]1[CH:37]=[CH:36][C:35]2[C:40](=[CH:41][CH:42]=[C:33]([C:31]([NH:30][CH3:29])=[O:32])[CH:34]=2)[CH:39]=1)([C:45]1[N:46]=[CH:47][N:48]([C:50]([C:51]2[CH:56]=[CH:55][CH:54]=[CH:53][CH:52]=2)([C:57]2[CH:58]=[CH:59][CH:60]=[CH:61][CH:62]=2)[C:63]2[CH:68]=[CH:67][CH:66]=[CH:65][CH:64]=2)[CH:49]=1)[CH2:72][C:71]([O:70][CH3:74])=[O:22]. The yield is 0.920. (2) The reactants are [CH2:1]([CH:4]1[C:8](=O)[CH2:7][CH:6]([NH:10][C:11](=[O:20])[O:12][CH2:13][C:14]2[CH:19]=[CH:18][CH:17]=[CH:16][CH:15]=2)[CH2:5]1)[CH:2]=[CH2:3].[C:21]([O-:24])(=O)[CH3:22].[NH4+:25].[C:26]([N+:30]#[C-])([CH3:29])([CH3:28])[CH3:27].FC(F)(F)[CH2:34][OH:35]. No catalyst specified. The product is [C:21]([NH:25][C@:8]1([C:34](=[O:35])[NH:30][C:26]([CH3:29])([CH3:28])[CH3:27])[C@@H:4]([CH2:1][CH:2]=[CH2:3])[CH2:5][C@H:6]([NH:10][C:11](=[O:20])[O:12][CH2:13][C:14]2[CH:19]=[CH:18][CH:17]=[CH:16][CH:15]=2)[CH2:7]1)(=[O:24])[CH3:22]. The yield is 0.230. (3) The reactants are [CH3:1][C:2]1[C:8]([N+:9]([O-:11])=[O:10])=[CH:7][CH:6]=[CH:5][C:3]=1[NH2:4].C(O)(=O)C.[N:16]([O-])=O.[Na+]. The catalyst is O. The product is [N+:9]([C:8]1[CH:7]=[CH:6][CH:5]=[C:3]2[C:2]=1[CH:1]=[N:16][NH:4]2)([O-:11])=[O:10]. The yield is 0.700. (4) The reactants are [NH2:1][C:2]1[CH:3]=[C:4]([CH:7]=[CH:8][C:9]=1[NH:10][CH2:11][CH2:12][CH2:13][OH:14])[C:5]#[N:6].C1(C)C=CC=CC=1.Cl[C:23](Cl)([O:25]C(=O)OC(Cl)(Cl)Cl)Cl.C(OCC)(=O)C. The catalyst is Cl.[Cl-].[Na+].O. The product is [OH:14][CH2:13][CH2:12][CH2:11][N:10]1[C:9]2[CH:8]=[CH:7][C:4]([C:5]#[N:6])=[CH:3][C:2]=2[NH:1][C:23]1=[O:25]. The yield is 0.930. (5) The reactants are C([Si](C)(C)[O:6][CH2:7][CH2:8][N:9]([CH3:36])[C:10]1[CH:17]=[CH:16][C:13]([C:14]#[N:15])=[C:12]([O:18][C:19]2[CH:24]=[CH:23][C:22]([B:25]3[O:29][C:28](C)(C)C(C)(C)[O:26]3)=[C:21](C=O)[CH:20]=2)[N:11]=1)(C)(C)C.[BH4-].[Na+].Cl. The catalyst is CO. The product is [OH:26][B:25]1[C:22]2[CH:23]=[CH:24][C:19]([O:18][C:12]3[N:11]=[C:10]([N:9]([CH2:8][CH2:7][OH:6])[CH3:36])[CH:17]=[CH:16][C:13]=3[C:14]#[N:15])=[CH:20][C:21]=2[CH2:28][O:29]1. The yield is 0.138.